This data is from Peptide-MHC class I binding affinity with 185,985 pairs from IEDB/IMGT. The task is: Regression. Given a peptide amino acid sequence and an MHC pseudo amino acid sequence, predict their binding affinity value. This is MHC class I binding data. (1) The peptide sequence is LYRPNIPLK. The MHC is HLA-B15:01 with pseudo-sequence HLA-B15:01. The binding affinity (normalized) is 0. (2) The peptide sequence is GPAFVRTKL. The MHC is HLA-B15:01 with pseudo-sequence HLA-B15:01. The binding affinity (normalized) is 0.0847.